From a dataset of Reaction yield outcomes from USPTO patents with 853,638 reactions. Predict the reaction yield, written as a fraction of the theoretical maximum amount of product (1.0 means a 100% yield; for example, 0.34 means a 34% yield). (1) The reactants are O=P12OP3(OP(OP(O3)(O1)=O)(=O)O2)=O.CO[CH:17]([O:32]C)[CH2:18][NH:19][C:20](=O)[C:21]1[CH:26]=[CH:25][C:24]([N+:27]([O-:29])=[O:28])=[C:23]([F:30])[CH:22]=1. The catalyst is CS(O)(=O)=O. The product is [F:30][C:23]1[CH:22]=[C:21]([C:20]2[O:32][CH:17]=[CH:18][N:19]=2)[CH:26]=[CH:25][C:24]=1[N+:27]([O-:29])=[O:28]. The yield is 0.330. (2) The reactants are [C:1]([O:5][C:6]([N:8]1[CH2:12][C:11]([F:14])([F:13])[CH2:10][CH:9]1[C:15]([OH:17])=[O:16])=[O:7])([CH3:4])([CH3:3])[CH3:2].[CH2:18](Br)[CH:19]=[CH2:20]. The catalyst is C(=O)(O)[O-].[Na+].[Cl-].C([N+](CCCCCCCC)(CCCCCCCC)C)CCCCCCC.ClCCl. The product is [C:1]([O:5][C:6]([N:8]1[CH2:12][C:11]([F:13])([F:14])[CH2:10][CH:9]1[C:15]([O:17][CH2:20][CH:19]=[CH2:18])=[O:16])=[O:7])([CH3:4])([CH3:2])[CH3:3]. The yield is 0.745. (3) The reactants are Br[C:2]1[CH:7]=[CH:6][C:5]([C:8]#[C:9][C:10]2[CH:15]=[CH:14][CH:13]=[CH:12][CH:11]=2)=[CH:4][N:3]=1.[CH3:16][N:17]1[C@H:21]2[CH2:22][CH2:23][CH2:24][C@H:20]2[NH:19][C:18]1=[O:25].C(=O)([O-])[O-].[Cs+].[Cs+]. The catalyst is C1(C)C=CC=CC=1.C1C=CC(/C=C/C(/C=C/C2C=CC=CC=2)=O)=CC=1.C1C=CC(/C=C/C(/C=C/C2C=CC=CC=2)=O)=CC=1.C1C=CC(/C=C/C(/C=C/C2C=CC=CC=2)=O)=CC=1.[Pd].[Pd].C1(P(C2C=CC=CC=2)C2C3OC4C(=CC=CC=4P(C4C=CC=CC=4)C4C=CC=CC=4)C(C)(C)C=3C=CC=2)C=CC=CC=1. The product is [CH3:16][N:17]1[CH:21]2[CH2:22][CH2:23][CH2:24][CH:20]2[N:19]([C:2]2[CH:7]=[CH:6][C:5]([C:8]#[C:9][C:10]3[CH:15]=[CH:14][CH:13]=[CH:12][CH:11]=3)=[CH:4][N:3]=2)[C:18]1=[O:25]. The yield is 0.730. (4) The reactants are [C:1]([C:5]1[C:10]([N+:11]([O-])=O)=[CH:9][C:8]([OH:14])=[C:7]([Cl:15])[CH:6]=1)([CH3:4])([CH3:3])[CH3:2]. The catalyst is CO.[Ni]. The product is [C:1]([C:5]1[C:10]([NH2:11])=[CH:9][C:8]([OH:14])=[C:7]([Cl:15])[CH:6]=1)([CH3:4])([CH3:2])[CH3:3]. The yield is 0.780. (5) The reactants are Br[C:2]1[CH:3]=[N:4][CH:5]=[CH:6][CH:7]=1.C([Mg]Cl)(C)C.[Sn:13](Cl)([CH3:16])([CH3:15])[CH3:14].N#N. The catalyst is C1COCC1. The product is [CH3:14][Sn:13]([CH3:16])([CH3:15])[C:2]1[CH:3]=[N:4][CH:5]=[CH:6][CH:7]=1. The yield is 0.660. (6) The reactants are [Cl:1][C:2]1[CH:3]=[C:4]([CH2:27][C:28](OC)=[O:29])[CH:5]=[CH:6][C:7]=1[C:8]1[N:12]=[C:11]([C:13]2[N:14]=[C:15]3[C:20]([Cl:21])=[CH:19][C:18]([C:22]([F:25])([F:24])[F:23])=[CH:17][N:16]3[CH:26]=2)[O:10][N:9]=1.CC(C[AlH]CC(C)C)C. The catalyst is C(Cl)Cl. The product is [Cl:1][C:2]1[CH:3]=[C:4]([CH2:27][CH2:28][OH:29])[CH:5]=[CH:6][C:7]=1[C:8]1[N:12]=[C:11]([C:13]2[N:14]=[C:15]3[C:20]([Cl:21])=[CH:19][C:18]([C:22]([F:23])([F:25])[F:24])=[CH:17][N:16]3[CH:26]=2)[O:10][N:9]=1. The yield is 0.300. (7) The reactants are [Br:1][C:2]1[CH:7]=[CH:6][C:5]([C:8]([C:10]2[CH:15]=[CH:14][C:13]([OH:16])=[CH:12][CH:11]=2)=O)=[C:4]([F:17])[CH:3]=1.[C:18]1(=O)[CH2:23][CH2:22][CH2:21][CH2:20][CH2:19]1. The catalyst is C1COCC1.Cl[Ti](Cl)(Cl)Cl.[Zn]. The product is [Br:1][C:2]1[CH:7]=[CH:6][C:5]([C:8](=[C:18]2[CH2:23][CH2:22][CH2:21][CH2:20][CH2:19]2)[C:10]2[CH:15]=[CH:14][C:13]([OH:16])=[CH:12][CH:11]=2)=[C:4]([F:17])[CH:3]=1. The yield is 0.720. (8) The reactants are [CH2:1]([N:3]([CH2:19][CH3:20])[CH2:4][CH2:5][N:6]1[CH2:11][CH2:10][C:9]2[NH:12][C:13]([CH:16]=O)=[C:14]([CH3:15])[C:8]=2[C:7]1=[O:18])[CH3:2].[F:21][C:22]1[CH:23]=[C:24]2[C:28](=[CH:29][C:30]=1[NH:31][C:32](=[O:37])[C:33]([OH:36])([CH3:35])[CH3:34])[NH:27][C:26](=[O:38])[CH2:25]2. No catalyst specified. The product is [CH2:1]([N:3]([CH2:19][CH3:20])[CH2:4][CH2:5][N:6]1[CH2:11][CH2:10][C:9]2[NH:12][C:13]([CH:16]=[C:25]3[C:24]4[C:28](=[CH:29][C:30]([NH:31][C:32](=[O:37])[C:33]([OH:36])([CH3:34])[CH3:35])=[C:22]([F:21])[CH:23]=4)[NH:27][C:26]3=[O:38])=[C:14]([CH3:15])[C:8]=2[C:7]1=[O:18])[CH3:2]. The yield is 0.657. (9) The reactants are [C:1](O)([C:3](F)(F)F)=[O:2].[NH2:8][C:9]1[C:10]([C:26]([NH2:28])=[O:27])=[CH:11][C:12]2[C:20]3[C:15](=[CH:16][CH:17]=[CH:18][CH:19]=3)[N:14]([CH2:21][C@@H:22]([NH2:24])[CH3:23])[C:13]=2[N:25]=1. No catalyst specified. The product is [C:1]([NH:8][C:9]1[C:10]([C:26]([NH2:28])=[O:27])=[CH:11][C:12]2[C:20]3[C:15](=[CH:16][CH:17]=[CH:18][CH:19]=3)[N:14]([CH2:21][C@@H:22]([NH2:24])[CH3:23])[C:13]=2[N:25]=1)(=[O:2])[CH3:3]. The yield is 0.630.